From a dataset of Drug half-life prediction data from Obach et al.. Regression/Classification. Given a drug SMILES string, predict its absorption, distribution, metabolism, or excretion properties. Task type varies by dataset: regression for continuous measurements (e.g., permeability, clearance, half-life) or binary classification for categorical outcomes (e.g., BBB penetration, CYP inhibition). For this dataset (half_life_obach), we predict log10(half-life) (log10 of half-life in hours). (1) The drug is Clc1cccc(Cl)c1N=C1NCCN1. The log10(half-life) is 0.880. (2) The drug is O=C1CC[C@@]2(O)[C@H]3Cc4ccc(O)c5c4[C@@]2(CCN3CC2CC2)[C@H]1O5. The log10(half-life) is 0.280. (3) The compound is CC1(C)[C@H](C(=O)O)N2C(=O)C[C@H]2S1(=O)=O. The log10(half-life) is 0.0400. (4) The molecule is C=C[C@@]1(O)C[N+]2(C)CC[C@H]1C[C@@H]2[C@@H](O)c1ccnc2ccc(OC)cc12. The log10(half-life) is 0.830. (5) The molecule is C[C@H]1C[C@H]2[C@@H]3CC[C@](O)(C(=O)CO)[C@@]3(C)C[C@H](O)[C@@H]2[C@@]2(C)C=CC(=O)C=C12. The log10(half-life) is 0.360.